This data is from Peptide-MHC class I binding affinity with 185,985 pairs from IEDB/IMGT. The task is: Regression. Given a peptide amino acid sequence and an MHC pseudo amino acid sequence, predict their binding affinity value. This is MHC class I binding data. (1) The peptide sequence is ATFLWWIPL. The MHC is HLA-A11:01 with pseudo-sequence HLA-A11:01. The binding affinity (normalized) is 0.764. (2) The peptide sequence is RYDDGQSIY. The MHC is HLA-B15:01 with pseudo-sequence HLA-B15:01. The binding affinity (normalized) is 0.0847. (3) The peptide sequence is FQWSDDPFI. The MHC is HLA-A02:01 with pseudo-sequence HLA-A02:01. The binding affinity (normalized) is 0.811. (4) The peptide sequence is STLERTSKASLER. The MHC is HLA-B54:01 with pseudo-sequence HLA-B54:01. The binding affinity (normalized) is 0. (5) The peptide sequence is SLTSLLKTHR. The MHC is HLA-A11:01 with pseudo-sequence HLA-A11:01. The binding affinity (normalized) is 0.342. (6) The peptide sequence is TKAGMAQYL. The MHC is HLA-A03:01 with pseudo-sequence HLA-A03:01. The binding affinity (normalized) is 0.0847. (7) The peptide sequence is AAERGPGQML. The MHC is HLA-A02:06 with pseudo-sequence HLA-A02:06. The binding affinity (normalized) is 0.484. (8) The peptide sequence is WEILKFLIT. The MHC is HLA-B40:02 with pseudo-sequence HLA-B40:02. The binding affinity (normalized) is 0.932.